From a dataset of NCI-60 drug combinations with 297,098 pairs across 59 cell lines. Regression. Given two drug SMILES strings and cell line genomic features, predict the synergy score measuring deviation from expected non-interaction effect. Drug 1: CC1=CC2C(CCC3(C2CCC3(C(=O)C)OC(=O)C)C)C4(C1=CC(=O)CC4)C. Drug 2: CC1=C(C(CCC1)(C)C)C=CC(=CC=CC(=CC(=O)O)C)C. Cell line: ACHN. Synergy scores: CSS=18.4, Synergy_ZIP=-0.592, Synergy_Bliss=5.07, Synergy_Loewe=2.88, Synergy_HSA=5.84.